This data is from Full USPTO retrosynthesis dataset with 1.9M reactions from patents (1976-2016). The task is: Predict the reactants needed to synthesize the given product. (1) Given the product [Br:12][C:4]1[CH:3]=[C:2]([C:15]2([OH:17])[CH2:16][O:13][CH2:14]2)[CH:7]=[C:6]([C:8]([CH3:11])([CH3:10])[CH3:9])[CH:5]=1, predict the reactants needed to synthesize it. The reactants are: Br[C:2]1[CH:7]=[C:6]([C:8]([CH3:11])([CH3:10])[CH3:9])[CH:5]=[C:4]([Br:12])[CH:3]=1.[O:13]1[CH2:16][C:15](=[O:17])[CH2:14]1. (2) Given the product [CH:41]([C:42]1[N:43]([C:10]2[CH:11]=[C:12]([CH:16]=[C:17]([C:19]3[CH:24]=[CH:23][C:22]([CH3:25])=[CH:21][N:20]=3)[CH:18]=2)[C:13]([NH:34][CH2:33][C:30]2[CH:29]=[N:28][C:27]([CH3:26])=[CH:32][N:31]=2)=[O:15])[CH:45]=[CH:50][N:52]=1)([CH3:40])[CH3:56], predict the reactants needed to synthesize it. The reactants are: C1(CN2C([C:10]3[CH:11]=[C:12]([CH:16]=[C:17]([C:19]4[CH:24]=[CH:23][C:22]([CH3:25])=[CH:21][N:20]=4)[CH:18]=3)[C:13]([OH:15])=O)=CC=N2)CC1.[CH3:26][C:27]1[N:28]=[CH:29][C:30]([CH2:33][NH2:34])=[N:31][CH:32]=1.CCN=C=N[CH2:40][CH2:41][CH2:42][N:43]([CH3:45])C.C1C=CC2N(O)N=[N:52][C:50]=2C=1.[CH3:56]N1CCOCC1. (3) The reactants are: [CH2:1]([N:4]([CH2:17][CH2:18][CH3:19])[S:5]([C:8]1[CH:16]=[CH:15][C:11]([C:12]([OH:14])=O)=[CH:10][CH:9]=1)(=[O:7])=[O:6])[CH2:2][CH3:3].Cl.C(N=C=NCCCN(C)C)C.[NH2:32][C:33]1[CH:38]=[C:37]([Cl:39])[CH:36]=[CH:35][C:34]=1[C:40]1[NH:44][C:43](=[O:45])[O:42][N:41]=1. Given the product [Cl:39][C:37]1[CH:36]=[CH:35][C:34]([C:40]2[NH:41][O:42][C:43](=[O:45])[N:44]=2)=[C:33]([NH:32][C:12](=[O:14])[C:11]2[CH:10]=[CH:9][C:8]([S:5](=[O:6])(=[O:7])[N:4]([CH2:1][CH2:2][CH3:3])[CH2:17][CH2:18][CH3:19])=[CH:16][CH:15]=2)[CH:38]=1, predict the reactants needed to synthesize it. (4) Given the product [CH3:1][O:2][CH2:3][CH2:4][NH:5][C:6]([N:8]1[CH2:13][CH:12]([C:14]2[CH:15]=[CH:16][C:17]([C:20]([F:21])([F:22])[F:23])=[CH:18][CH:19]=2)[CH2:11][CH:10]([C:24]2[O:26][N:34]=[C:29]([CH2:30][CH2:31][O:32][CH3:33])[N:28]=2)[CH2:9]1)=[O:7], predict the reactants needed to synthesize it. The reactants are: [CH3:1][O:2][CH2:3][CH2:4][NH:5][C:6]([N:8]1[CH2:13][CH:12]([C:14]2[CH:19]=[CH:18][C:17]([C:20]([F:23])([F:22])[F:21])=[CH:16][CH:15]=2)[CH2:11][CH:10]([C:24]([OH:26])=O)[CH2:9]1)=[O:7].O[N:28]=[C:29]([NH2:34])[CH2:30][CH2:31][O:32][CH3:33]. (5) Given the product [CH:23]([C:20]1[N:19]([C:26]2[CH:31]=[CH:30][CH:29]=[C:28]([O:32][C:2]3[CH:3]=[C:4]([Cl:12])[CH:5]=[C:6]([S:8]([CH3:11])(=[O:10])=[O:9])[CH:7]=3)[CH:27]=2)[C:18]2[CH:17]=[CH:16][CH:15]=[C:14]([Cl:13])[C:22]=2[N:21]=1)([CH3:25])[CH3:24], predict the reactants needed to synthesize it. The reactants are: Cl[C:2]1[CH:7]=[C:6]([S:8]([CH3:11])(=[O:10])=[O:9])[CH:5]=[C:4]([Cl:12])[CH:3]=1.[Cl:13][C:14]1[C:22]2[N:21]=[C:20]([CH:23]([CH3:25])[CH3:24])[N:19]([C:26]3[CH:27]=[C:28]([OH:32])[CH:29]=[CH:30][CH:31]=3)[C:18]=2[CH:17]=[CH:16][CH:15]=1.